The task is: Predict the product of the given reaction.. This data is from Forward reaction prediction with 1.9M reactions from USPTO patents (1976-2016). Given the reactants [Cl:1][C:2]1[CH:3]=[C:4]([CH:20]=[CH:21][C:22]=1[Cl:23])[O:5][CH2:6][CH2:7][CH2:8][O:9][NH:10][C:11]([NH:13][C:14]([NH:16][CH:17]([CH3:19])[CH3:18])=[NH:15])=[NH:12].C(O)C.[C:27]([OH:34])(=[O:33])[CH2:28][CH2:29][C:30]([OH:32])=[O:31], predict the reaction product. The product is: [C:27]([OH:34])(=[O:33])[CH2:28][CH2:29][C:30]([OH:32])=[O:31].[Cl:1][C:2]1[CH:3]=[C:4]([CH:20]=[CH:21][C:22]=1[Cl:23])[O:5][CH2:6][CH2:7][CH2:8][O:9][NH:10][C:11]([NH:13][C:14]([NH:16][CH:17]([CH3:19])[CH3:18])=[NH:15])=[NH:12].[Cl:1][C:2]1[CH:3]=[C:4]([CH:20]=[CH:21][C:22]=1[Cl:23])[O:5][CH2:6][CH2:7][CH2:8][O:9][NH:10][C:11]([NH:13][C:14]([NH:16][CH:17]([CH3:19])[CH3:18])=[NH:15])=[NH:12].